This data is from Forward reaction prediction with 1.9M reactions from USPTO patents (1976-2016). The task is: Predict the product of the given reaction. (1) The product is: [F:1][C:2]1[CH:3]=[CH:4][C:5]([CH2:8][CH2:9][C:10]2[C:14]([CH3:15])=[C:13]([C:16]3[CH:17]=[C:18]([C:22]([NH:25][S:38]([NH:37][CH2:36][C:35]([F:43])([F:42])[F:34])(=[O:40])=[O:39])([CH3:24])[CH3:23])[CH:19]=[CH:20][CH:21]=3)[N:12]([CH3:26])[N:11]=2)=[CH:6][CH:7]=1. Given the reactants [F:1][C:2]1[CH:7]=[CH:6][C:5]([CH2:8][CH2:9][C:10]2[C:14]([CH3:15])=[C:13]([C:16]3[CH:17]=[C:18]([C:22]([NH2:25])([CH3:24])[CH3:23])[CH:19]=[CH:20][CH:21]=3)[N:12]([CH3:26])[N:11]=2)=[CH:4][CH:3]=1.CCN(CC)CC.[F:34][C:35]([F:43])([F:42])[CH2:36][NH:37][S:38](Cl)(=[O:40])=[O:39], predict the reaction product. (2) Given the reactants [N-:1]=[N+:2]=[N-:3].[Na+].Br[C:6]1[CH:11]=[CH:10][N:9]=[C:8]([C:12]#[N:13])[C:7]=1[O:14][CH3:15], predict the reaction product. The product is: [N:1]([C:6]1[CH:11]=[CH:10][N:9]=[C:8]([C:12]#[N:13])[C:7]=1[O:14][CH3:15])=[N+:2]=[N-:3]. (3) Given the reactants [Cl:1][C:2]1[CH:10]=[C:9]2[C:5]([C:6]([C:11]([C:13]3[C:14](NC4CCCC4)=[N:15][CH:16]=[CH:17][CH:18]=3)=[O:12])=[CH:7][NH:8]2)=[CH:4][CH:3]=1.C1(N)CCCC1.[CH3:31][O:32][C:33]1[CH:40]=[CH:39][C:36]([CH2:37][NH2:38])=[CH:35][CH:34]=1, predict the reaction product. The product is: [Cl:1][C:2]1[CH:10]=[C:9]2[C:5]([C:6]([C:11]([C:13]3[C:14]([NH:38][CH2:37][C:36]4[CH:39]=[CH:40][C:33]([O:32][CH3:31])=[CH:34][CH:35]=4)=[N:15][CH:16]=[CH:17][CH:18]=3)=[O:12])=[CH:7][NH:8]2)=[CH:4][CH:3]=1. (4) Given the reactants [CH3:1][C:2]1[N:7]=[CH:6][N:5]=[C:4]([NH2:8])[CH:3]=1.Br[C:10]1[C:11](=[O:18])[N:12]([CH3:17])[CH:13]=[C:14]([Br:16])[CH:15]=1.CC1(C)C2C(=C(P(C3C=CC=CC=3)C3C=CC=CC=3)C=CC=2)OC2C(P(C3C=CC=CC=3)C3C=CC=CC=3)=CC=CC1=2.C([O-])([O-])=O.[Cs+].[Cs+], predict the reaction product. The product is: [Br:16][C:14]1[CH:15]=[C:10]([NH:8][C:4]2[CH:3]=[C:2]([CH3:1])[N:7]=[CH:6][N:5]=2)[C:11](=[O:18])[N:12]([CH3:17])[CH:13]=1. (5) Given the reactants C([O:3][C:4](=[O:25])[C:5]([O:8][C:9]1[CH:14]=[CH:13][C:12]([O:15][CH2:16][CH:17]([CH3:24])[CH2:18][O:19]S(C)(=O)=O)=[CH:11][CH:10]=1)([CH3:7])[CH3:6])C.[O:26]([C:33]1[C:38]([C:39]([F:42])([F:41])[F:40])=[CH:37][CH:36]=[CH:35][C:34]=1O)[C:27]1[CH:32]=[CH:31][CH:30]=[CH:29][CH:28]=1, predict the reaction product. The product is: [CH3:7][C:5]([O:8][C:9]1[CH:10]=[CH:11][C:12]([O:15][CH2:16][CH:17]([CH3:24])[CH2:18][O:19][C:34]2[CH:35]=[CH:36][CH:37]=[C:38]([C:39]([F:41])([F:42])[F:40])[C:33]=2[O:26][C:27]2[CH:28]=[CH:29][CH:30]=[CH:31][CH:32]=2)=[CH:13][CH:14]=1)([CH3:6])[C:4]([OH:3])=[O:25]. (6) Given the reactants [F:1][C:2]1[C:3]([C:15]#[N:16])=[C:4]([NH:8]C(=O)C(F)(F)F)[CH:5]=[CH:6][CH:7]=1.Br[CH2:18][C:19]([O:21][C:22]([CH3:25])([CH3:24])[CH3:23])=[O:20], predict the reaction product. The product is: [NH2:16][C:15]1[C:3]2[C:4](=[CH:5][CH:6]=[CH:7][C:2]=2[F:1])[NH:8][C:18]=1[C:19]([O:21][C:22]([CH3:25])([CH3:24])[CH3:23])=[O:20]. (7) Given the reactants [C:1]([O:5][C:6]([N:8]1[CH2:16][C:15]2[C:10](=[CH:11][CH:12]=[C:13](I)[CH:14]=2)[CH2:9]1)=[O:7])([CH3:4])([CH3:3])[CH3:2].C([Sn](CCCC)(CCCC)[C:23]1[CH2:24][CH2:25][O:26][CH2:27][CH:28]=1)CCC.C1([As](C2C=CC=CC=2)C2C=CC=CC=2)C=CC=CC=1.[Cl-].[Li+].C(C1C(O)=C(C(C)(C)C)C=C(C)C=1)(C)(C)C, predict the reaction product. The product is: [C:1]([O:5][C:6]([N:8]1[CH2:16][C:15]2[C:10](=[CH:11][CH:12]=[C:13]([C:23]3[CH2:28][CH2:27][O:26][CH2:25][CH:24]=3)[CH:14]=2)[CH2:9]1)=[O:7])([CH3:4])([CH3:3])[CH3:2].